Dataset: Full USPTO retrosynthesis dataset with 1.9M reactions from patents (1976-2016). Task: Predict the reactants needed to synthesize the given product. (1) Given the product [ClH:2].[Cl:2][C:3]1[CH:4]=[C:5]([C:13]2[O:17][N:16]=[C:15]([C:18]3[C:28]4[O:27][CH2:26][CH2:25][NH:24][CH:23]([CH2:36][CH2:37][CH2:38][C:39]([OH:41])=[O:40])[C:22]=4[CH:21]=[CH:20][CH:19]=3)[N:14]=2)[CH:6]=[CH:7][C:8]=1[O:9][CH:10]([CH3:12])[CH3:11], predict the reactants needed to synthesize it. The reactants are: Cl.[Cl:2][C:3]1[CH:4]=[C:5]([C:13]2[O:17][N:16]=[C:15]([C:18]3[C:28]4[O:27][CH2:26][CH2:25][N:24](C(OC(C)(C)C)=O)[CH:23]([CH2:36][CH2:37][CH2:38][C:39]([OH:41])=[O:40])[C:22]=4[CH:21]=[CH:20][CH:19]=3)[N:14]=2)[CH:6]=[CH:7][C:8]=1[O:9][CH:10]([CH3:12])[CH3:11]. (2) Given the product [Br:1][C:2]1[CH:10]=[CH:9][C:5]([C:6]([N:12]2[CH2:16][CH2:15][CH2:14][CH2:13]2)=[O:8])=[C:4]([F:11])[CH:3]=1, predict the reactants needed to synthesize it. The reactants are: [Br:1][C:2]1[CH:10]=[CH:9][C:5]([C:6]([OH:8])=O)=[C:4]([F:11])[CH:3]=1.[NH:12]1[CH2:16][CH2:15][CH2:14][CH2:13]1.C(N(C(C)C)CC)(C)C.CN(C(ON1N=NC2C=CC=NC1=2)=[N+](C)C)C.F[P-](F)(F)(F)(F)F.